Dataset: Choline transporter screen with 302,306 compounds. Task: Binary Classification. Given a drug SMILES string, predict its activity (active/inactive) in a high-throughput screening assay against a specified biological target. The drug is Clc1c(C(=O)Nc2ccc(Nc3ccccc3)cc2)c(Cl)ccc1. The result is 0 (inactive).